From a dataset of Reaction yield outcomes from USPTO patents with 853,638 reactions. Predict the reaction yield, written as a fraction of the theoretical maximum amount of product (1.0 means a 100% yield; for example, 0.34 means a 34% yield). (1) The product is [C:13]([O:12][C:10]([NH:1][C@@H:2]([CH2:3][CH:4]([CH3:5])[CH3:6])[C:7]([NH:17][C:18]1[CH:25]=[CH:24][C:21]([CH2:22][OH:23])=[CH:20][CH:19]=1)=[O:9])=[O:11])([CH3:16])([CH3:15])[CH3:14]. The reactants are [NH:1]([C:10]([O:12][C:13]([CH3:16])([CH3:15])[CH3:14])=[O:11])[C@H:2]([C:7]([OH:9])=O)[CH2:3][CH:4]([CH3:6])[CH3:5].[NH2:17][C:18]1[CH:25]=[CH:24][C:21]([CH2:22][OH:23])=[CH:20][CH:19]=1.CCOC1N(C(OCC)=O)C2C(=CC=CC=2)C=C1.C1(C)C=CC=CC=1. The yield is 0.960. The catalyst is C(O)C. (2) The catalyst is O1CCCC1. The product is [CH2:23]([O:22][C:20]([N:2]1[CH2:3][C:4]2[C:9](=[CH:8][CH:7]=[C:6]([CH2:10][OH:11])[CH:5]=2)[CH2:1]1)=[O:21])[C:24]1[CH:29]=[CH:28][CH:27]=[CH:26][CH:25]=1. The reactants are [CH2:1]1[C:9]2[C:4](=[CH:5][C:6]([CH2:10][OH:11])=[CH:7][CH:8]=2)[CH2:3][NH:2]1.C(N(CC)CC)C.Cl[C:20]([O:22][CH2:23][C:24]1[CH:29]=[CH:28][CH:27]=[CH:26][CH:25]=1)=[O:21]. The yield is 0.980.